From a dataset of Full USPTO retrosynthesis dataset with 1.9M reactions from patents (1976-2016). Predict the reactants needed to synthesize the given product. (1) Given the product [Cl:27][C:21]1[CH:22]=[C:23]([Cl:26])[CH:24]=[CH:25][C:20]=1[N:19]1[C:15]([C:12]2[CH:11]=[CH:10][C:9]([OH:8])=[CH:14][CH:13]=2)=[C:16]([CH3:36])[C:17]([C:28]([O:30][CH2:31][C:32]([Cl:34])([Cl:35])[Cl:33])=[O:29])=[N:18]1, predict the reactants needed to synthesize it. The reactants are: C([O:8][C:9]1[CH:14]=[CH:13][C:12]([C:15]2[N:19]([C:20]3[CH:25]=[CH:24][C:23]([Cl:26])=[CH:22][C:21]=3[Cl:27])[N:18]=[C:17]([C:28]([O:30][CH2:31][C:32]([Cl:35])([Cl:34])[Cl:33])=[O:29])[C:16]=2[CH3:36])=[CH:11][CH:10]=1)C1C=CC=CC=1.C(O)C. (2) Given the product [NH:3]1[CH:4]2[CH:5]3[NH:9][CH2:8][CH2:7][N:6]3[CH2:11][CH2:13][N:10]2[CH2:1][CH2:2]1, predict the reactants needed to synthesize it. The reactants are: [CH2:1]([NH2:10])[CH2:2][NH:3][CH2:4][CH2:5][NH:6][CH2:7][CH2:8][NH2:9].[CH:11]([CH:13]=O)=O. (3) Given the product [ClH:33].[NH:23]1[CH2:22][CH2:21][CH:20]([C:18]2[N:5]3[N:6]=[C:7]4[C:12]([C:11]([N:13]5[CH:17]=[CH:16][CH:15]=[N:14]5)=[CH:10][CH:9]=[CH:8]4)=[C:4]3[NH:3][C:2](=[O:1])[CH:19]=2)[CH2:25][CH2:24]1, predict the reactants needed to synthesize it. The reactants are: [O:1]=[C:2]1[CH:19]=[C:18]([CH:20]2[CH2:25][CH2:24][N:23](C(OC(C)(C)C)=O)[CH2:22][CH2:21]2)[N:5]2[N:6]=[C:7]3[C:12]([C:11]([N:13]4[CH:17]=[CH:16][CH:15]=[N:14]4)=[CH:10][CH:9]=[CH:8]3)=[C:4]2[NH:3]1.[ClH:33]. (4) Given the product [Cl:20][C:21]1[C:22]([O:13][C:12]2[CH:11]=[CH:10][C:9]([C:14]3[CH:19]=[CH:18][CH:17]=[CH:16][CH:15]=3)=[CH:8][C:7]=2[C:4]2[CH:5]=[CH:6][N:1]=[N:2][CH:3]=2)=[CH:23][C:24]([F:47])=[C:25]([S:27]([N:30]([CH2:36][C:37]2[CH:42]=[CH:41][C:40]([O:43][CH3:44])=[CH:39][C:38]=2[O:45][CH3:46])[C:31]2[S:32][CH:33]=[N:34][N:35]=2)(=[O:28])=[O:29])[CH:26]=1, predict the reactants needed to synthesize it. The reactants are: [N:1]1[CH:6]=[CH:5][C:4]([C:7]2[CH:8]=[C:9]([C:14]3[CH:19]=[CH:18][CH:17]=[CH:16][CH:15]=3)[CH:10]=[CH:11][C:12]=2[OH:13])=[CH:3][N:2]=1.[Cl:20][C:21]1[C:22](F)=[CH:23][C:24]([F:47])=[C:25]([S:27]([N:30]([CH2:36][C:37]2[CH:42]=[CH:41][C:40]([O:43][CH3:44])=[CH:39][C:38]=2[O:45][CH3:46])[C:31]2[S:32][CH:33]=[N:34][N:35]=2)(=[O:29])=[O:28])[CH:26]=1.C(=O)([O-])[O-].[K+].[K+]. (5) Given the product [CH:1]1([CH2:6][N:7]([CH2:8][CH3:9])[C:10]2[CH:18]=[C:17]3[C:13](=[CH:12][C:11]=2[CH2:19][NH:27][CH2:26][C:25]2[CH:28]=[C:29]([C:31]([F:32])([F:33])[F:34])[CH:30]=[C:23]([C:22]([F:21])([F:35])[F:36])[CH:24]=2)[CH2:14][CH2:15][CH2:16]3)[CH2:5][CH2:4][CH2:3][CH2:2]1, predict the reactants needed to synthesize it. The reactants are: [CH:1]1([CH2:6][N:7]([C:10]2[CH:18]=[C:17]3[C:13]([CH2:14][CH2:15][CH2:16]3)=[CH:12][C:11]=2[CH:19]=O)[CH2:8][CH3:9])[CH2:5][CH2:4][CH2:3][CH2:2]1.[F:21][C:22]([F:36])([F:35])[C:23]1[CH:24]=[C:25]([CH:28]=[C:29]([C:31]([F:34])([F:33])[F:32])[CH:30]=1)[CH2:26][NH2:27].C(O[BH-](OC(=O)C)OC(=O)C)(=O)C.[Na+]. (6) Given the product [ClH:30].[CH3:1][N:2]1[CH2:7][CH2:6][N:5]([C:8]2[CH:13]=[CH:12][CH:11]=[C:10]([S:14]([N:17]3[CH2:18][CH2:19][CH:20]([C:23]4[CH:28]=[CH:27][CH:26]=[CH:25][C:24]=4[CH3:29])[CH2:21][CH2:22]3)(=[O:16])=[O:15])[N:9]=2)[CH2:4][CH2:3]1, predict the reactants needed to synthesize it. The reactants are: [CH3:1][N:2]1[CH2:7][CH2:6][N:5]([C:8]2[CH:13]=[CH:12][CH:11]=[C:10]([S:14]([N:17]3[CH2:22][CH2:21][CH:20]([C:23]4[CH:28]=[CH:27][CH:26]=[CH:25][C:24]=4[CH3:29])[CH2:19][CH2:18]3)(=[O:16])=[O:15])[N:9]=2)[CH2:4][CH2:3]1.[ClH:30]. (7) Given the product [CH2:16]([N:15]1[C:3](=[O:2])[CH2:4][C:5]2[CH:10]=[CH:9][C:8]([O:11][CH3:12])=[N:7][C:6]=2[CH2:13][CH2:14]1)[C:17]1[CH:22]=[CH:21][CH:20]=[CH:19][CH:18]=1, predict the reactants needed to synthesize it. The reactants are: C[O:2][C:3](=O)[CH2:4][C:5]1[C:6]([CH2:13][CH2:14][NH:15][CH2:16][C:17]2[CH:22]=[CH:21][CH:20]=[CH:19][CH:18]=2)=[N:7][C:8]([O:11][CH3:12])=[CH:9][CH:10]=1. (8) Given the product [CH3:17][O:18][C:19]1[CH:20]=[C:21]([NH:22][C:14](=[O:16])[CH2:13][N:10]2[C:9]3[C:4]([N+:1]([O-:3])=[O:2])=[CH:5][CH:6]=[CH:7][C:8]=3[N:12]=[CH:11]2)[CH:23]=[C:24]([O:26][CH2:27][CH:28]2[CH2:33][CH2:32][CH2:31][CH2:30][O:29]2)[CH:25]=1, predict the reactants needed to synthesize it. The reactants are: [N+:1]([C:4]1[C:9]2[N:10]([CH2:13][C:14]([OH:16])=O)[CH:11]=[N:12][C:8]=2[CH:7]=[CH:6][CH:5]=1)([O-:3])=[O:2].[CH3:17][O:18][C:19]1[CH:20]=[C:21]([CH:23]=[C:24]([O:26][CH2:27][CH:28]2[CH2:33][CH2:32][CH2:31][CH2:30][O:29]2)[CH:25]=1)[NH2:22].